Dataset: Forward reaction prediction with 1.9M reactions from USPTO patents (1976-2016). Task: Predict the product of the given reaction. (1) Given the reactants [O:1]([C:9]1[CH:14]=[CH:13][C:12]([OH:15])=[CH:11][CH:10]=1)[C:2]1[CH:7]=[CH:6][C:5](O)=[CH:4][CH:3]=1.[C:16](=[O:19])([O-])[O-].[K+].[K+].Br[CH2:23][CH2:24][CH2:25][CH2:26][CH2:27][CH2:28][CH3:29].O, predict the reaction product. The product is: [O:1]([C:2]1[CH:7]=[CH:6][C:5]([O:19][CH2:16][CH2:6][CH2:7][CH2:2][CH2:3][CH2:4][CH3:5])=[CH:4][CH:3]=1)[C:9]1[CH:14]=[CH:13][C:12]([O:15][CH2:23][CH2:24][CH2:25][CH2:26][CH2:27][CH2:28][CH3:29])=[CH:11][CH:10]=1. (2) The product is: [F:15][C:2]([F:1])([CH:8]1[CH2:13][CH2:12][CH2:11][CH2:10][O:9]1)[C:3]([O:5][CH2:6][CH3:7])=[O:4]. Given the reactants [F:1][C:2]([F:15])([C:8]1(O)[CH2:13][CH2:12][CH2:11][CH2:10][O:9]1)[C:3]([O:5][CH2:6][CH3:7])=[O:4].C([SiH](CC)CC)C.C(O)(C(F)(F)F)=O, predict the reaction product. (3) The product is: [Cl:1][C:2]1[N:7]=[C:6]2[C:18]([CH2:19][CH2:20][C:21]([O:23][CH3:24])=[O:22])=[C:17]([C:14]3[CH:13]=[CH:12][C:11]([Cl:10])=[CH:16][CH:15]=3)[NH:9][C:5]2=[CH:4][CH:3]=1. Given the reactants [Cl:1][C:2]1[N:7]=[C:6](I)[C:5]([NH2:9])=[CH:4][CH:3]=1.[Cl:10][C:11]1[CH:16]=[CH:15][C:14]([C:17]#[C:18][CH2:19][CH2:20][C:21]([O:23][CH3:24])=[O:22])=[CH:13][CH:12]=1, predict the reaction product.